From a dataset of Full USPTO retrosynthesis dataset with 1.9M reactions from patents (1976-2016). Predict the reactants needed to synthesize the given product. (1) Given the product [CH3:16][C:11]1[CH:12]=[CH:13][CH:14]=[CH:15][C:10]=1[C:9]1[O:17][N:2]=[CH:3][C:4]=1[C:5]([O:7][CH3:8])=[O:6], predict the reactants needed to synthesize it. The reactants are: C[N:2](C)/[CH:3]=[C:4](/[C:9](=[O:17])[C:10]1[CH:15]=[CH:14][CH:13]=[CH:12][C:11]=1[CH3:16])\[C:5]([O:7][CH3:8])=[O:6].Cl.NO. (2) The reactants are: [Br:1][C:2]1[C:6]([N:7]([CH3:9])[CH3:8])=[C:5](Br)[S:4][C:3]=1[C:11]([O:13][CH2:14][CH3:15])=[O:12].C(O)C.[Cl:19][C:20]1[CH:25]=[CH:24][C:23](B(O)O)=[CH:22][CH:21]=1.C(=O)([O-])[O-].[K+].[K+]. Given the product [Br:1][C:2]1[C:6]([N:7]([CH3:9])[CH3:8])=[C:5]([C:23]2[CH:24]=[CH:25][C:20]([Cl:19])=[CH:21][CH:22]=2)[S:4][C:3]=1[C:11]([O:13][CH2:14][CH3:15])=[O:12], predict the reactants needed to synthesize it. (3) Given the product [C:2]([C:4]1[CH:32]=[CH:31][C:7]([O:8][C:9]2[CH:30]=[CH:29][C:12]([CH2:13][NH:14][C:15]([C:17]3([NH:20][C:21]([C:23]4[CH:28]=[N:27][CH:26]=[N:25][CH:24]=4)=[O:22])[CH2:19][CH2:18]3)=[O:16])=[CH:11][CH:10]=2)=[C:6]([C:33]([F:34])([F:35])[F:36])[CH:5]=1)(=[O:1])[CH3:3], predict the reactants needed to synthesize it. The reactants are: [OH:1][CH:2]([C:4]1[CH:32]=[CH:31][C:7]([O:8][C:9]2[CH:30]=[CH:29][C:12]([CH2:13][NH:14][C:15]([C:17]3([NH:20][C:21]([C:23]4[CH:24]=[N:25][CH:26]=[N:27][CH:28]=4)=[O:22])[CH2:19][CH2:18]3)=[O:16])=[CH:11][CH:10]=2)=[C:6]([C:33]([F:36])([F:35])[F:34])[CH:5]=1)[CH3:3]. (4) Given the product [CH3:8][C:9]([CH3:40])([CH3:39])[CH2:10][NH:11][C:12]([C:14]1[CH:15]=[C:16]([C:31]([NH:33][C:34]2[S:35][CH:36]=[CH:37][N:38]=2)=[O:32])[C:17]([C:20]2[C:25]([CH3:26])=[C:24]([F:27])[CH:23]=[C:22]([C:28]([NH:1][C:2]3[CH:7]=[CH:6][CH:5]=[CH:4][CH:3]=3)=[O:29])[CH:21]=2)=[CH:18][CH:19]=1)=[O:13], predict the reactants needed to synthesize it. The reactants are: [NH2:1][C:2]1[CH:7]=[CH:6][CH:5]=[CH:4][CH:3]=1.[CH3:8][C:9]([CH3:40])([CH3:39])[CH2:10][NH:11][C:12]([C:14]1[CH:19]=[CH:18][C:17]([C:20]2[C:25]([CH3:26])=[C:24]([F:27])[CH:23]=[C:22]([C:28](O)=[O:29])[CH:21]=2)=[C:16]([C:31]([NH:33][C:34]2[S:35][CH:36]=[CH:37][N:38]=2)=[O:32])[CH:15]=1)=[O:13].Cl.CN(C)CCCN=C=NCC. (5) Given the product [ClH:1].[Cl:1][C:2]1[CH:3]=[C:4]([C@@H:8]([OH:41])[CH2:9][NH:10][CH2:18][CH2:19][C:20]2[CH:21]=[CH:22][C:23]([S:26]([C:29]3[CH:30]=[CH:31][C:32]([O:35][CH2:36][C:37]([NH:39][CH3:40])=[O:38])=[CH:33][CH:34]=3)(=[O:27])=[O:28])=[CH:24][CH:25]=2)[CH:5]=[CH:6][CH:7]=1, predict the reactants needed to synthesize it. The reactants are: [Cl:1][C:2]1[CH:3]=[C:4]([C@@H:8]([OH:41])[CH2:9][N:10]([CH2:18][CH2:19][C:20]2[CH:25]=[CH:24][C:23]([S:26]([C:29]3[CH:34]=[CH:33][C:32]([O:35][CH2:36][C:37]([NH:39][CH3:40])=[O:38])=[CH:31][CH:30]=3)(=[O:28])=[O:27])=[CH:22][CH:21]=2)C(=O)OC(C)(C)C)[CH:5]=[CH:6][CH:7]=1.Cl. (6) Given the product [C:1]([O:5][C:6]([N:8]([CH2:26][C:27]([O:29][C:30]([CH3:33])([CH3:32])[CH3:31])=[O:28])[C:9]1[CH:14]=[CH:13][CH:12]=[C:11]([CH:15]([CH2:50][C:49]2[CH:52]=[CH:53][C:46]([C:43]3([CH2:34][CH2:35][CH2:36][CH2:37][CH2:38][CH2:39][CH2:40][CH2:41][CH3:42])[CH2:44][CH2:45]3)=[CH:47][CH:48]=2)[NH:16][S:17]([C:20]2[CH:21]=[N:22][CH:23]=[CH:24][CH:25]=2)(=[O:19])=[O:18])[N:10]=1)=[O:7])([CH3:4])([CH3:3])[CH3:2], predict the reactants needed to synthesize it. The reactants are: [C:1]([O:5][C:6]([N:8]([CH2:26][C:27]([O:29][C:30]([CH3:33])([CH3:32])[CH3:31])=[O:28])[C:9]1[CH:14]=[CH:13][CH:12]=[C:11]([CH2:15][NH:16][S:17]([C:20]2[CH:21]=[N:22][CH:23]=[CH:24][CH:25]=2)(=[O:19])=[O:18])[N:10]=1)=[O:7])([CH3:4])([CH3:3])[CH3:2].[CH2:34]([C:43]1([C:46]2[CH:53]=[CH:52][C:49]([CH2:50]O)=[CH:48][CH:47]=2)[CH2:45][CH2:44]1)[CH2:35][CH2:36][CH2:37][CH2:38][CH2:39][CH2:40][CH2:41][CH3:42].C(P(CCCC)CCCC)CCC.CN(C)C(N=NC(N(C)C)=O)=O. (7) Given the product [NH2:26][CH2:25][CH2:24][N:13]1[C:12](=[O:34])[C:11]2[C:16](=[CH:17][C:8]([NH:7][CH:1]3[CH2:6][CH2:5][CH2:4][CH2:3][CH2:2]3)=[C:9]([F:35])[CH:10]=2)[N:15]([CH:18]2[CH2:22][CH2:21][CH2:20][CH2:19]2)[C:14]1=[O:23], predict the reactants needed to synthesize it. The reactants are: [CH:1]1([NH:7][C:8]2[CH:17]=[C:16]3[C:11]([C:12](=[O:34])[N:13]([CH2:24][CH2:25][NH:26]C(=O)OC(C)(C)C)[C:14](=[O:23])[N:15]3[CH:18]3[CH2:22][CH2:21][CH2:20][CH2:19]3)=[CH:10][C:9]=2[F:35])[CH2:6][CH2:5][CH2:4][CH2:3][CH2:2]1.C(OC(=O)C)C.Cl.C(=O)([O-])O.[Na+]. (8) The reactants are: C([O:8][C:9](=[O:24])[C@H:10]([CH3:23])[C@H:11]([NH:15][C:16]([O:18][C:19]([CH3:22])([CH3:21])[CH3:20])=[O:17])[C:12](O)=O)C1C=CC=CC=1.CN1CCOCC1.ClC(OCC(C)C)=O.[C:40]([C:44]1[CH:45]=[C:46]([NH2:51])[C:47]([NH2:50])=[CH:48][CH:49]=1)([CH3:43])([CH3:42])[CH3:41]. Given the product [C:19]([O:18][C:16]([NH:15][C@H:11]([C:12]1[NH:50][C:47]2[CH:48]=[CH:49][C:44]([C:40]([CH3:43])([CH3:41])[CH3:42])=[CH:45][C:46]=2[N:51]=1)[C@@H:10]([CH3:23])[C:9]([OH:24])=[O:8])=[O:17])([CH3:22])([CH3:20])[CH3:21], predict the reactants needed to synthesize it.